From a dataset of M1 muscarinic receptor agonist screen with 61,833 compounds. Binary Classification. Given a drug SMILES string, predict its activity (active/inactive) in a high-throughput screening assay against a specified biological target. (1) The compound is Fc1ccc(Cn2nnc3c(=O)n(CC(=O)N4CCCCC4)cnc23)cc1. The result is 0 (inactive). (2) The compound is S\1C(N2CCN(CC2)Cc2ccccc2)=NC(=O)C1=C(/C)C. The result is 0 (inactive). (3) The molecule is OCCN1CCN(CC1)CCC(=O)Nc1ccc(OCc2ccccc2)cc1. The result is 0 (inactive). (4) The molecule is o1c2c(c(CN3CCCCC3)c(O)cc2)c(c1C)C(OCC)=O. The result is 0 (inactive). (5) The molecule is S(Cc1c(OCC)ccc(c1)C(=O)C)c1n(N)c(nn1)c1c(occ1)C. The result is 0 (inactive). (6) The drug is S(=O)(=O)(N(CC)CC)c1cc2nc(SCc3ccc(F)cc3)oc2cc1. The result is 0 (inactive). (7) The compound is o1nc(nc1CCC(=O)N)c1ccc(C(C)(C)C)cc1. The result is 0 (inactive).